This data is from Reaction yield outcomes from USPTO patents with 853,638 reactions. The task is: Predict the reaction yield, written as a fraction of the theoretical maximum amount of product (1.0 means a 100% yield; for example, 0.34 means a 34% yield). (1) The reactants are [CH3:1][O:2][C:3]1[CH:8]=[CH:7][CH:6]=[CH:5][C:4]=1[C:9]1[NH:10][C:11]2[C:16]([CH:17]=1)=[CH:15][C:14]([C:18]1[CH2:19][CH2:20][N:21]([CH2:25][CH2:26][N:27](C)[C:28](=O)OC(C)(C)C)[CH2:22][CH2:23][CH:24]=1)=[CH:13][CH:12]=2.C(O)(C(F)(F)F)=O. The catalyst is [Pd].CO.ClC(Cl)C. The product is [CH3:1][O:2][C:3]1[CH:8]=[CH:7][CH:6]=[CH:5][C:4]=1[C:9]1[NH:10][C:11]2[C:16]([CH:17]=1)=[CH:15][C:14]([CH:18]1[CH2:24][CH2:23][CH2:22][N:21]([CH2:25][CH2:26][NH:27][CH3:28])[CH2:20][CH2:19]1)=[CH:13][CH:12]=2. The yield is 0.400. (2) The reactants are [CH2:1]([N:8]1[CH2:12][CH2:11][C@@H:10](O)[CH2:9]1)[C:2]1[CH:7]=[CH:6][CH:5]=[CH:4][CH:3]=1.C1(P(C2C=CC=CC=2)C2C=CC=CC=2)C=CC=CC=1.C([O-])(O)=O.[Na+].O.C(Cl)(Cl)(Cl)[Cl:40]. No catalyst specified. The product is [CH2:1]([N:8]1[CH2:12][CH2:11][C@H:10]([Cl:40])[CH2:9]1)[C:2]1[CH:7]=[CH:6][CH:5]=[CH:4][CH:3]=1. The yield is 0.720.